From a dataset of Full USPTO retrosynthesis dataset with 1.9M reactions from patents (1976-2016). Predict the reactants needed to synthesize the given product. (1) Given the product [CH2:9]([C@@H:8]1[O:12][C@H:2]1[C:3]([O:5][CH2:6][CH3:7])=[O:4])[CH2:10][CH3:11], predict the reactants needed to synthesize it. The reactants are: Cl[CH:2]([CH:8]([OH:12])[CH2:9][CH2:10][CH3:11])[C:3]([O:5][CH2:6][CH3:7])=[O:4].C(O)C.[O-]CC.[Na+].C(O)C. (2) The reactants are: [F:1][C:2]1[CH:10]=[CH:9][CH:8]=[C:7]([O:11][CH3:12])[C:3]=1[C:4]([OH:6])=O.C(Cl)(=O)C(Cl)=O.[OH:19][CH2:20][CH:21]1[NH:26][CH2:25][CH2:24][N:23]([C:27]([O:29][C:30]([CH3:33])([CH3:32])[CH3:31])=[O:28])[CH2:22]1.C(N(CC)CC)C. Given the product [F:1][C:2]1[CH:10]=[CH:9][CH:8]=[C:7]([O:11][CH3:12])[C:3]=1[C:4]([N:26]1[CH2:25][CH2:24][N:23]([C:27]([O:29][C:30]([CH3:31])([CH3:32])[CH3:33])=[O:28])[CH2:22][CH:21]1[CH2:20][OH:19])=[O:6], predict the reactants needed to synthesize it.